This data is from NCI-60 drug combinations with 297,098 pairs across 59 cell lines. The task is: Regression. Given two drug SMILES strings and cell line genomic features, predict the synergy score measuring deviation from expected non-interaction effect. (1) Drug 1: C1=NC2=C(N1)C(=S)N=CN2. Drug 2: CCCCCOC(=O)NC1=NC(=O)N(C=C1F)C2C(C(C(O2)C)O)O. Cell line: UO-31. Synergy scores: CSS=1.27, Synergy_ZIP=-1.02, Synergy_Bliss=-1.14, Synergy_Loewe=-0.0103, Synergy_HSA=0.216. (2) Drug 1: COC1=CC(=CC(=C1O)OC)C2C3C(COC3=O)C(C4=CC5=C(C=C24)OCO5)OC6C(C(C7C(O6)COC(O7)C8=CC=CS8)O)O. Drug 2: CCN(CC)CCCC(C)NC1=C2C=C(C=CC2=NC3=C1C=CC(=C3)Cl)OC. Cell line: LOX IMVI. Synergy scores: CSS=38.5, Synergy_ZIP=-7.29, Synergy_Bliss=-6.72, Synergy_Loewe=-3.60, Synergy_HSA=-2.11. (3) Drug 1: CCC1(CC2CC(C3=C(CCN(C2)C1)C4=CC=CC=C4N3)(C5=C(C=C6C(=C5)C78CCN9C7C(C=CC9)(C(C(C8N6C)(C(=O)OC)O)OC(=O)C)CC)OC)C(=O)OC)O.OS(=O)(=O)O. Drug 2: CN1C2=C(C=C(C=C2)N(CCCl)CCCl)N=C1CCCC(=O)O.Cl. Cell line: SK-MEL-28. Synergy scores: CSS=11.3, Synergy_ZIP=-7.59, Synergy_Bliss=-11.6, Synergy_Loewe=-66.9, Synergy_HSA=-13.4. (4) Drug 1: CNC(=O)C1=CC=CC=C1SC2=CC3=C(C=C2)C(=NN3)C=CC4=CC=CC=N4. Drug 2: C1C(C(OC1N2C=NC(=NC2=O)N)CO)O. Cell line: M14. Synergy scores: CSS=-11.0, Synergy_ZIP=2.58, Synergy_Bliss=-3.60, Synergy_Loewe=-9.90, Synergy_HSA=-8.52.